From a dataset of Catalyst prediction with 721,799 reactions and 888 catalyst types from USPTO. Predict which catalyst facilitates the given reaction. (1) Reactant: [Br:1]Br.[S:3]1[C:12]2[CH2:11][CH2:10][C:9]3[CH:13]=[CH:14][CH:15]=[CH:16][C:8]=3[C:7](=[C:17]3[CH2:22][CH2:21][N:20]([CH3:23])[CH2:19][CH2:18]3)[C:6]=2[CH:5]=[CH:4]1.C(=O)(O)[O-].[Na+]. The catalyst class is: 22. Product: [Br:1][C:4]1[S:3][C:12]2[CH2:11][CH2:10][C:9]3[CH:13]=[CH:14][CH:15]=[CH:16][C:8]=3[C:7](=[C:17]3[CH2:22][CH2:21][N:20]([CH3:23])[CH2:19][CH2:18]3)[C:6]=2[CH:5]=1. (2) Product: [C:12]([O:11][CH2:10][C@@H:9]([C:16]([O:18][CH:19]1[CH2:20][CH2:21][CH2:22][CH2:23]1)=[O:17])[NH:8][CH2:7][C:6]1[CH:5]=[CH:4][C:3]([CH2:2][NH:1][CH2:26][C:28]2[CH:29]=[CH:30][C:31](/[CH:34]=[CH:35]/[C:36]([NH:38][OH:39])=[O:37])=[CH:32][CH:33]=2)=[CH:25][CH:24]=1)([CH3:15])([CH3:14])[CH3:13]. Reactant: [NH2:1][CH2:2][C:3]1[CH:25]=[CH:24][C:6]([CH2:7][NH:8][C@H:9]([C:16]([O:18][CH:19]2[CH2:23][CH2:22][CH2:21][CH2:20]2)=[O:17])[CH2:10][O:11][C:12]([CH3:15])([CH3:14])[CH3:13])=[CH:5][CH:4]=1.[CH:26]([C:28]1[CH:33]=[CH:32][C:31](/[CH:34]=[CH:35]/[C:36]([NH:38][O:39]C(OCC(C)C)C)=[O:37])=[CH:30][CH:29]=1)=O. The catalyst class is: 26. (3) Reactant: O.[C:2]1([CH3:12])[CH:7]=[CH:6][C:5]([S:8]([OH:11])(=[O:10])=[O:9])=[CH:4][CH:3]=1.[CH3:13][O:14][C@@H:15]1[CH2:19][CH2:18][N:17](C(OC(C)(C)C)=O)[CH2:16]1.CO[C@@H]1CCNC1. Product: [CH3:12][C:2]1[CH:3]=[CH:4][C:5]([S:8]([OH:11])(=[O:10])=[O:9])=[CH:6][CH:7]=1.[CH3:13][O:14][C@@H:15]1[CH2:19][CH2:18][NH:17][CH2:16]1. The catalyst class is: 8. (4) Reactant: C(N(C(C)C)CC)(C)C.[CH3:10][O:11][CH2:12]Cl.[Cl:14][C:15]1[CH:20]=[C:19]([CH2:21][C:22]([O:24][CH3:25])=[O:23])[CH:18]=[CH:17][C:16]=1[C:26]1[CH:31]=[CH:30][C:29]([OH:32])=[CH:28][CH:27]=1.O. Product: [CH3:25][O:24][C:22](=[O:23])[CH2:21][C:19]1[CH:18]=[CH:17][C:16]([C:26]2[CH:31]=[CH:30][C:29]([O:32][CH2:12][O:11][CH3:10])=[CH:28][CH:27]=2)=[C:15]([Cl:14])[CH:20]=1. The catalyst class is: 2. (5) Reactant: C(=O)([O-])O.[NH4+].O.[C:7]([NH:10][CH:11]([CH2:17][C:18]1[CH:22]=[CH:21][S:20][CH:19]=1)[C:12]([O:14][CH2:15][CH3:16])=[O:13])(=[O:9])[CH3:8]. Product: [C:7]([NH:10][C@H:11]([CH2:17][C:18]1[CH:22]=[CH:21][S:20][CH:19]=1)[C:12]([O:14][CH2:15][CH3:16])=[O:13])(=[O:9])[CH3:8]. The catalyst class is: 10. (6) Reactant: [F:1][CH:2]([P:4](=[O:11])([O:8][CH2:9][CH3:10])[O:5][CH2:6][CH3:7])[F:3].[Li+].CC([N-]C(C)C)C.[O:20]=[CH:21][C:22]([N:35]1[C:43]2[C:38](=[C:39]([NH:44][C:45](=[O:51])[O:46][C:47]([CH3:50])([CH3:49])[CH3:48])[CH:40]=[CH:41][CH:42]=2)[CH:37]=[N:36]1)([C:25]1[CH:30]=[CH:29][C:28]([C:31]([F:34])([F:33])[F:32])=[CH:27][CH:26]=1)[CH2:23][CH3:24]. Product: [CH2:9]([O:8][P:4]([C:2]([F:3])([F:1])[CH:21]([OH:20])[C:22]([N:35]1[C:43]2[C:38](=[C:39]([NH:44][C:45](=[O:51])[O:46][C:47]([CH3:49])([CH3:48])[CH3:50])[CH:40]=[CH:41][CH:42]=2)[CH:37]=[N:36]1)([C:25]1[CH:30]=[CH:29][C:28]([C:31]([F:33])([F:32])[F:34])=[CH:27][CH:26]=1)[CH2:23][CH3:24])([O:5][CH2:6][CH3:7])=[O:11])[CH3:10]. The catalyst class is: 1. (7) Reactant: Cl[C:2]1[C:11]2[C:6](=[CH:7][C:8]([O:14][CH3:15])=[C:9]([O:12][CH3:13])[CH:10]=2)[N:5]=[CH:4][CH:3]=1.[NH2:16][C:17]1[CH:18]=[N:19][C:20]2[C:25]([CH:26]=1)=[CH:24][CH:23]=[CH:22][CH:21]=2.[H-].[Na+].O. Product: [CH3:13][O:12][C:9]1[CH:10]=[C:11]2[C:6](=[CH:7][C:8]=1[O:14][CH3:15])[N:5]=[CH:4][CH:3]=[C:2]2[NH:16][C:17]1[CH:18]=[N:19][C:20]2[C:25]([CH:26]=1)=[CH:24][CH:23]=[CH:22][CH:21]=2. The catalyst class is: 44. (8) Reactant: [Cl:1][CH2:2][CH2:3][NH:4][C:5](=[O:18])[C:6]1[C:11]([S:12][C:13]([CH3:16])([CH3:15])[CH3:14])=[CH:10][CH:9]=[CH:8][C:7]=1[F:17].[OH:19]OS([O-])=O.[K+].S(S([O-])=O)([O-])(=O)=O.[Na+].[Na+]. Product: [Cl:1][CH2:2][CH2:3][NH:4][C:5](=[O:18])[C:6]1[C:7]([F:17])=[CH:8][CH:9]=[CH:10][C:11]=1[S:12]([C:13]([CH3:14])([CH3:15])[CH3:16])=[O:19]. The catalyst class is: 24. (9) The catalyst class is: 4. Reactant: [CH2:1]([O:8][C:9](=[O:44])[NH:10][C@H:11]([C:13](=[O:43])[NH:14][C@H:15]([C:20](=[O:42])[NH:21][C@@H:22]([CH2:35][C:36]1[CH:41]=[CH:40][CH:39]=[CH:38][CH:37]=1)[CH:23]([C:25](=[O:34])[NH:26][CH2:27][C:28]1[CH:33]=[CH:32][CH:31]=[CH:30][CH:29]=1)[OH:24])[CH2:16][CH:17]([CH3:19])[CH3:18])[CH3:12])[C:2]1[CH:7]=[CH:6][CH:5]=[CH:4][CH:3]=1.CC(OI1(OC(C)=O)(OC(C)=O)OC(=O)C2C=CC=CC1=2)=O. Product: [CH2:1]([O:8][C:9](=[O:44])[NH:10][C@H:11]([C:13](=[O:43])[NH:14][C@H:15]([C:20](=[O:42])[NH:21][C@@H:22]([CH2:35][C:36]1[CH:37]=[CH:38][CH:39]=[CH:40][CH:41]=1)[C:23]([C:25](=[O:34])[NH:26][CH2:27][C:28]1[CH:33]=[CH:32][CH:31]=[CH:30][CH:29]=1)=[O:24])[CH2:16][CH:17]([CH3:18])[CH3:19])[CH3:12])[C:2]1[CH:7]=[CH:6][CH:5]=[CH:4][CH:3]=1. (10) Reactant: [CH3:1][O:2][C:3]1[CH:4]=[C:5]([C:11]2[C@@H:20]3[C@@H:15]([CH2:16][CH2:17][CH2:18][CH2:19]3)[C:14](=[O:21])[N:13]([CH:22]3[CH2:27][CH2:26][N:25]([C:28](=[O:42])[C@@H:29]([NH:34]C(=O)OC(C)(C)C)[C@@H:30]([CH3:33])[CH2:31][CH3:32])[CH2:24][CH2:23]3)[N:12]=2)[CH:6]=[CH:7][C:8]=1[O:9][CH3:10].[ClH:43]. Product: [ClH:43].[NH2:34][C@@H:29]([C@@H:30]([CH3:33])[CH2:31][CH3:32])[C:28]([N:25]1[CH2:24][CH2:23][CH:22]([N:13]2[N:12]=[C:11]([C:5]3[CH:6]=[CH:7][C:8]([O:9][CH3:10])=[C:3]([O:2][CH3:1])[CH:4]=3)[C@@H:20]3[C@@H:15]([CH2:16][CH2:17][CH2:18][CH2:19]3)[C:14]2=[O:21])[CH2:27][CH2:26]1)=[O:42]. The catalyst class is: 12.